This data is from Reaction yield outcomes from USPTO patents with 853,638 reactions. The task is: Predict the reaction yield, written as a fraction of the theoretical maximum amount of product (1.0 means a 100% yield; for example, 0.34 means a 34% yield). (1) The reactants are [CH3:1][O:2][C:3]1[CH:8]=[CH:7][CH:6]=[CH:5][C:4]=1[C:9]1[N:10]=[CH:11][N:12]([CH3:16])[C:13]=1[CH:14]=[O:15].C(=O)([O-])[O-:18].[K+].[K+].[K].[O-][Mn](=O)(=O)=O.[K+]. The catalyst is CC(C)=O.O. The product is [CH3:1][O:2][C:3]1[CH:8]=[CH:7][CH:6]=[CH:5][C:4]=1[C:9]1[N:10]=[CH:11][N:12]([CH3:16])[C:13]=1[C:14]([OH:18])=[O:15]. The yield is 0.480. (2) The reactants are Br[C:2]1[CH:7]=[CH:6][C:5]([NH:8][C:9](=[O:14])[C:10]([CH3:13])([CH3:12])[CH3:11])=[C:4]([F:15])[CH:3]=1.C([Li])CCC.[CH:21](=[O:27])[CH2:22][CH2:23][CH2:24][CH2:25][CH3:26]. The catalyst is O1CCCC1. The product is [F:15][C:4]1[CH:3]=[C:2]([CH:21]([OH:27])[CH2:22][CH2:23][CH2:24][CH2:25][CH3:26])[CH:7]=[CH:6][C:5]=1[NH:8][C:9](=[O:14])[C:10]([CH3:13])([CH3:12])[CH3:11]. The yield is 0.760. (3) The reactants are [CH2:1]([C:3]([C:23]1[CH:36]=[CH:35][C:26]([O:27][CH2:28][C@H:29]2[O:33][C:32](=[O:34])[CH2:31][CH2:30]2)=[C:25]([CH3:37])[CH:24]=1)([C:6]1[CH:11]=[CH:10][C:9](/[CH:12]=[CH:13]/[C:14]([CH2:18][CH3:19])([OH:17])[CH2:15][CH3:16])=[C:8]([CH2:20][CH2:21][CH3:22])[CH:7]=1)[CH2:4][CH3:5])[CH3:2].C1C[O:41]CC1. The catalyst is CO.[OH-].[Na+]. The product is [CH2:4]([C:3]([C:23]1[CH:36]=[CH:35][C:26]([O:27][CH2:28][C@@H:29]([OH:41])[CH2:30][CH2:31][C:32]([OH:33])=[O:34])=[C:25]([CH3:37])[CH:24]=1)([C:6]1[CH:11]=[CH:10][C:9](/[CH:12]=[CH:13]/[C:14]([CH2:18][CH3:19])([OH:17])[CH2:15][CH3:16])=[C:8]([CH2:20][CH2:21][CH3:22])[CH:7]=1)[CH2:1][CH3:2])[CH3:5]. The yield is 0.720. (4) The reactants are Br[C:2]1[N:7]=[C:6]([C:8]([OH:10])=[O:9])[CH:5]=[CH:4][CH:3]=1.[C:11]1(B(O)O)[CH:16]=[CH:15][CH:14]=[CH:13][CH:12]=1.C(=O)([O-])[O-].[Cs+].[Cs+]. The catalyst is CN(C=O)C.O. The product is [C:11]1([C:2]2[N:7]=[C:6]([C:8]([OH:10])=[O:9])[CH:5]=[CH:4][CH:3]=2)[CH:16]=[CH:15][CH:14]=[CH:13][CH:12]=1. The yield is 0.180. (5) The catalyst is O. The product is [CH3:1][O:2][C:3](=[O:20])[C:4]1[CH:9]=[C:8]([F:10])[CH:7]=[CH:6][C:5]=1[C:22]1[N:27]=[CH:26][CH:25]=[CH:24][N:23]=1. The yield is 0.350. The reactants are [CH3:1][O:2][C:3](=[O:20])[C:4]1[CH:9]=[C:8]([F:10])[CH:7]=[CH:6][C:5]=1B1OC(C)(C)C(C)(C)O1.Cl[C:22]1[N:27]=[CH:26][CH:25]=[CH:24][N:23]=1.C(=O)([O-])[O-].[Na+].[Na+].